The task is: Predict the reaction yield, written as a fraction of the theoretical maximum amount of product (1.0 means a 100% yield; for example, 0.34 means a 34% yield).. This data is from Reaction yield outcomes from USPTO patents with 853,638 reactions. (1) The reactants are [CH2:1]([O:3][C:4]([C:6]1[N:7]([CH2:23][C:24]([F:27])([F:26])[F:25])[C:8]2[C:13]([CH:14]=1)=[CH:12][C:11]([O:15]CC1C=CC=CC=1)=[CH:10][CH:9]=2)=[O:5])[CH3:2]. The catalyst is [Pd].C(OCC)(=O)C. The product is [CH2:1]([O:3][C:4]([C:6]1[N:7]([CH2:23][C:24]([F:27])([F:25])[F:26])[C:8]2[C:13]([CH:14]=1)=[CH:12][C:11]([OH:15])=[CH:10][CH:9]=2)=[O:5])[CH3:2]. The yield is 0.830. (2) The reactants are [N+:1]([C:4]1[CH:5]=[C:6]2[C:10](=[CH:11][CH:12]=1)[NH:9][CH:8]=[C:7]2[C:13]1[CH2:18][CH2:17][C:16](=O)[CH2:15][CH:14]=1)([O-:3])=[O:2].Cl.[CH2:21]([NH2:23])[CH3:22].C(O)(=O)C.[BH-](OC(C)=O)(OC(C)=O)OC(C)=O.[Na+]. The catalyst is ClCCCl.[OH-].[Na+]. The product is [CH2:21]([NH:23][CH:16]1[CH2:17][CH2:18][C:13]([C:7]2[C:6]3[C:10](=[CH:11][CH:12]=[C:4]([N+:1]([O-:3])=[O:2])[CH:5]=3)[NH:9][CH:8]=2)=[CH:14][CH2:15]1)[CH3:22]. The yield is 0.970. (3) The reactants are [CH2:1]([N:4]1[CH:8]=[CH:7][N:6]=[C:5]1[C:9]1[S:13][C:12]([C:14]2[CH:19]=[CH:18][N:17]=[C:16]([NH:20][C:21](=[O:23])[CH3:22])[CH:15]=2)=[N:11][C:10]=1Br)[CH:2]=[CH2:3].[Br-].[CH2:26]([Zn+])[C:27]1[CH:32]=[CH:31][CH:30]=[CH:29][CH:28]=1. The catalyst is O1CCCC1.CC(C)([P](C(C)(C)C)([Pd][P](C(C)(C)C)(C(C)(C)C)C(C)(C)C)C(C)(C)C)C. The product is [CH2:1]([N:4]1[CH:8]=[CH:7][N:6]=[C:5]1[C:9]1[S:13][C:12]([C:14]2[CH:19]=[CH:18][N:17]=[C:16]([NH:20][C:21](=[O:23])[CH3:22])[CH:15]=2)=[N:11][C:10]=1[CH2:26][C:27]1[CH:32]=[CH:31][CH:30]=[CH:29][CH:28]=1)[CH:2]=[CH2:3]. The yield is 0.210. (4) The catalyst is CN(C)C=O. The product is [Cl:1][C:2]1[CH:7]=[CH:6][C:5]([S:8]([N:11]([CH2:27][C:28]2[CH:33]=[CH:32][C:31]([C:34]3[O:35][CH:36]=[CH:37][N:38]=3)=[C:30]([F:39])[C:29]=2[F:40])[C@@H:12]2[CH2:17][CH2:16][CH2:15][CH2:14][C@H:13]2[CH2:18][OH:19])(=[O:9])=[O:10])=[CH:4][CH:3]=1. The reactants are [Cl:1][C:2]1[CH:7]=[CH:6][C:5]([S:8]([NH:11][C@@H:12]2[CH2:17][CH2:16][CH2:15][CH2:14][C@H:13]2[CH2:18][OH:19])(=[O:10])=[O:9])=[CH:4][CH:3]=1.C(=O)([O-])[O-].[Cs+].[Cs+].Br[CH2:27][C:28]1[CH:33]=[CH:32][C:31]([C:34]2[O:35][CH:36]=[CH:37][N:38]=2)=[C:30]([F:39])[C:29]=1[F:40]. The yield is 0.470. (5) The reactants are [CH3:1][C:2]1([CH3:22])[N:6]([C:7]2[S:8][C:9]3[CH:15]=[C:14]([CH2:16][NH2:17])[CH:13]=[CH:12][C:10]=3[N:11]=2)[C@@H:5]2[CH2:18][CH2:19][CH2:20][CH2:21][C@H:4]2[O:3]1.CCN(C(C)C)C(C)C.[Cl:32][C:33]1[C:38]([N+:39]([O-:41])=[O:40])=[C:37](Cl)[N:36]=[CH:35][N:34]=1. No catalyst specified. The product is [Cl:32][C:33]1[N:34]=[CH:35][N:36]=[C:37]([NH:17][CH2:16][C:14]2[CH:13]=[CH:12][C:10]3[N:11]=[C:7]([N:6]4[C@@H:5]5[CH2:18][CH2:19][CH2:20][CH2:21][C@H:4]5[O:3][C:2]4([CH3:22])[CH3:1])[S:8][C:9]=3[CH:15]=2)[C:38]=1[N+:39]([O-:41])=[O:40]. The yield is 0.430.